Task: Predict the product of the given reaction.. Dataset: Forward reaction prediction with 1.9M reactions from USPTO patents (1976-2016) (1) Given the reactants CC(C)=O.[CH3:5][N:6]1[C:10]([C:11]2[CH:16]=[C:15]([C@@H:17]([NH:21][C:22](=[O:28])[O:23][C:24]([CH3:27])([CH3:26])[CH3:25])[CH2:18][CH:19]=[CH2:20])[CH:14]=[CH:13][N:12]=2)=[C:9]([N+:29]([O-])=O)[CH:8]=[N:7]1.[NH4+].[Cl-], predict the reaction product. The product is: [NH2:29][C:9]1[CH:8]=[N:7][N:6]([CH3:5])[C:10]=1[C:11]1[CH:16]=[C:15]([C@@H:17]([NH:21][C:22](=[O:28])[O:23][C:24]([CH3:26])([CH3:25])[CH3:27])[CH2:18][CH:19]=[CH2:20])[CH:14]=[CH:13][N:12]=1. (2) The product is: [Cl:14][C:12]1[CH:11]=[N:10][CH:9]=[C:8]([C:22]#[C:21][C:15]2[CH:20]=[CH:19][CH:18]=[CH:17][CH:16]=2)[CH:13]=1. Given the reactants C(=O)([O-])[O-].[Cs+].[Cs+].Cl[C:8]1[CH:9]=[N:10][CH:11]=[C:12]([Cl:14])[CH:13]=1.[C:15]1([C:21]#[CH:22])[CH:20]=[CH:19][CH:18]=[CH:17][CH:16]=1, predict the reaction product. (3) Given the reactants [F:1][C:2]1[N:7]=[CH:6][C:5]([OH:8])=[CH:4][CH:3]=1.[H-].[Na+].[CH3:11][O:12][CH2:13]Cl, predict the reaction product. The product is: [F:1][C:2]1[CH:3]=[CH:4][C:5]([O:8][CH2:11][O:12][CH3:13])=[CH:6][N:7]=1. (4) Given the reactants C(OC(N1C2C=CC(Cl)=CC=2N=[C:9]1[CH:18]([NH:24][C:25](=[O:40])[C:26]1[CH:31]=[CH:30][C:29]([C:32]([N:34]2[CH2:38][CH2:37][CH2:36][CH2:35]2)=[O:33])=[C:28]([CH3:39])[CH:27]=1)[CH2:19][CH2:20][C:21]([OH:23])=O)=O)(C)(C)C.CN(C(O[N:49]1N=[N:56][C:51]2[CH:52]=[CH:53][CH:54]=[CH:55][C:50]1=2)=[N+](C)C)C.[B-](F)(F)(F)F.C(N(C(C)C)CC)(C)C.[C:72]([O:76][C:77]([NH:79][CH2:80][C@H:81]1[CH2:85][CH2:84][CH2:83][NH:82]1)=[O:78])([CH3:75])([CH3:74])[CH3:73].FC(F)(F)C(O)=O.[Cl:93]Cl, predict the reaction product. The product is: [Cl:93][C:54]1[CH:53]=[CH:52][C:51]2[NH:56][C:9]([C@@H:18]([NH:24][C:25](=[O:40])[C:26]3[CH:31]=[CH:30][C:29]([C:32]([N:34]4[CH2:35][CH2:36][CH2:37][CH2:38]4)=[O:33])=[C:28]([CH3:39])[CH:27]=3)[CH2:19][CH2:20][C:21]([N:82]3[CH2:83][CH2:84][CH2:85][C@@H:81]3[CH2:80][NH:79][C:77]([O:76][C:72]([CH3:75])([CH3:73])[CH3:74])=[O:78])=[O:23])=[N:49][C:50]=2[CH:55]=1. (5) Given the reactants Cl[C:2]1[N:6]=[C:5]([N:7]2[CH2:12][CH2:11][CH:10]([NH:13][C:14](=[O:20])[O:15][C:16]([CH3:19])([CH3:18])[CH3:17])[CH2:9][CH2:8]2)[S:4][N:3]=1.[CH3:21][N:22](C=O)[CH3:23], predict the reaction product. The product is: [CH3:21][N:22]([CH3:23])[C:2]1[N:6]=[C:5]([N:7]2[CH2:12][CH2:11][CH:10]([NH:13][C:14](=[O:20])[O:15][C:16]([CH3:19])([CH3:18])[CH3:17])[CH2:9][CH2:8]2)[S:4][N:3]=1. (6) Given the reactants [C:1]([C:3]1[CH:8]=[CH:7][C:6]([N:9]2[CH2:14][CH2:13][CH2:12][C@H:11]([NH:15][C@@H:16]3[CH2:21][CH2:20][CH2:19][CH2:18][C@H:17]3[NH:22][C:23](=[O:35])CC3C4C(=CC=CC=4)N(C)C=3)[CH2:10]2)=[CH:5][CH:4]=1)#[N:2].C(Cl)(=O)[O:37][CH2:38][C:39]1[CH:44]=[CH:43][C:42]([C:45]([F:48])([F:47])[F:46])=[CH:41][CH:40]=1, predict the reaction product. The product is: [C:1]([C:3]1[CH:4]=[CH:5][C:6]([N:9]2[CH2:14][CH2:13][CH2:12][C@H:11]([NH:15][C@@H:16]3[CH2:21][CH2:20][CH2:19][CH2:18][C@H:17]3[NH:22][C:23](=[O:35])[O:37][CH2:38][C:39]3[CH:40]=[CH:41][C:42]([C:45]([F:46])([F:47])[F:48])=[CH:43][CH:44]=3)[CH2:10]2)=[CH:7][CH:8]=1)#[N:2]. (7) Given the reactants [CH:1]1([NH:7][C:8]2[N:16]=[C:15]([NH:17][C:18]3[CH:23]=[CH:22][C:21]([N:24]4[CH2:29][CH2:28][NH:27][CH2:26][CH2:25]4)=[CH:20][C:19]=3[O:30][CH3:31])[N:14]=[C:13]3[C:9]=2[N:10]=[CH:11][NH:12]3)[CH2:6][CH2:5][CH2:4][CH2:3][CH2:2]1.[CH3:32][CH2:33][N:34]([CH:38]([CH3:40])C)[CH:35]([CH3:37])C.[S:41](Cl)(Cl)(=[O:43])=[O:42].[CH3:46][N:47]1CCNCC1.[CH3:53]N(C=O)C, predict the reaction product. The product is: [CH:1]1([NH:7][C:8]2[N:16]=[C:15]([NH:17][C:18]3[CH:23]=[CH:22][C:21]([N:24]4[CH2:25][CH2:26][N:27]([S:41]([CH2:53][CH2:40][CH2:38][N:34]5[CH2:33][CH2:32][N:47]([CH3:46])[CH2:37][CH2:35]5)(=[O:43])=[O:42])[CH2:28][CH2:29]4)=[CH:20][C:19]=3[O:30][CH3:31])[N:14]=[C:13]3[C:9]=2[N:10]=[CH:11][NH:12]3)[CH2:2][CH2:3][CH2:4][CH2:5][CH2:6]1.